From a dataset of Full USPTO retrosynthesis dataset with 1.9M reactions from patents (1976-2016). Predict the reactants needed to synthesize the given product. (1) Given the product [CH3:51][N:50]([CH3:52])[C:45]1[CH:46]=[C:47]2[C:42](=[CH:43][CH:44]=1)[C:41](=[O:53])[N:40]([C:36]1[CH:37]=[CH:38][CH:39]=[C:34]([C:6]3[CH:5]=[C:4]([NH:17][C:18]4[CH:23]=[CH:22][C:21]([C:24]([N:26]5[CH2:27][CH2:28][O:29][CH2:30][CH2:31]5)=[O:25])=[CH:20][N:19]=4)[C:3](=[O:32])[N:2]([CH3:1])[CH:7]=3)[C:35]=1[CH3:54])[CH2:49][CH2:48]2, predict the reactants needed to synthesize it. The reactants are: [CH3:1][N:2]1[CH:7]=[C:6](B2OC(C)(C)C(C)(C)O2)[CH:5]=[C:4]([NH:17][C:18]2[CH:23]=[CH:22][C:21]([C:24]([N:26]3[CH2:31][CH2:30][O:29][CH2:28][CH2:27]3)=[O:25])=[CH:20][N:19]=2)[C:3]1=[O:32].Br[C:34]1[C:35]([CH3:54])=[C:36]([N:40]2[CH2:49][CH2:48][C:47]3[C:42](=[CH:43][CH:44]=[C:45]([N:50]([CH3:52])[CH3:51])[CH:46]=3)[C:41]2=[O:53])[CH:37]=[CH:38][CH:39]=1.P([O-])([O-])([O-])=O.[K+].[K+].[K+]. (2) Given the product [CH:21]([N:20]1[C:16]([C:11]2[N:12]=[C:13]3[C:14]4[CH:15]=[C:2]([N:32]5[CH2:33][CH2:34][CH2:35][CH:31]5[CH:28]5[CH2:27][CH2:26][N:25]([CH3:24])[CH2:30][CH2:29]5)[CH:3]=[CH:4][C:5]=4[O:6][CH2:7][CH2:8][N:9]3[CH:10]=2)=[N:17][CH:18]=[N:19]1)([CH3:23])[CH3:22], predict the reactants needed to synthesize it. The reactants are: Br[C:2]1[CH:15]=[C:14]2[C:5]([O:6][CH2:7][CH2:8][N:9]3[C:13]2=[N:12][C:11]([C:16]2[N:20]([CH:21]([CH3:23])[CH3:22])[N:19]=[CH:18][N:17]=2)=[CH:10]3)=[CH:4][CH:3]=1.[CH3:24][N:25]1[CH2:30][CH2:29][CH:28]([CH:31]2[CH2:35][CH2:34][CH2:33][NH:32]2)[CH2:27][CH2:26]1.CC([O-])(C)C.[Na+].